Predict the reactants needed to synthesize the given product. From a dataset of Full USPTO retrosynthesis dataset with 1.9M reactions from patents (1976-2016). (1) Given the product [C:13]([O:18][CH3:19])(=[O:17])[C:14]([CH3:16])=[CH2:15].[C:20]([O:24][CH2:25][CH2:26][CH2:27][CH3:28])(=[O:23])[CH:21]=[CH2:22].[C:29]([OH:34])(=[O:33])[C:30]([CH3:32])=[CH2:31], predict the reactants needed to synthesize it. The reactants are: N(C(C)(C)C#N)=NC(C)(C)C#N.[C:13]([O:18][CH3:19])(=[O:17])[C:14]([CH3:16])=[CH2:15].[C:20]([O:24][CH2:25][CH2:26][CH2:27][CH3:28])(=[O:23])[CH:21]=[CH2:22].[C:29]([OH:34])(=[O:33])[C:30]([CH3:32])=[CH2:31]. (2) Given the product [C:1]([O:5][C:6]([N:8]1[CH2:13][CH2:12][NH:11][CH2:10][CH:9]1[C:14]([O:16][CH2:17][CH3:18])=[O:15])=[O:7])([CH3:4])([CH3:3])[CH3:2], predict the reactants needed to synthesize it. The reactants are: [C:1]([O:5][C:6]([N:8]1[CH2:13][CH2:12][NH:11][CH:10]=[C:9]1[C:14]([O:16][CH2:17][CH3:18])=[O:15])=[O:7])([CH3:4])([CH3:3])[CH3:2].O. (3) Given the product [C:20]1(=[O:30])[N:24]([CH2:2][C@H:3]([OH:19])[CH2:4][NH:5][C:6]2[CH:11]=[CH:10][C:9]([N:12]3[CH2:17][CH2:16][O:15][CH2:14][CH2:13]3)=[C:8]([F:18])[CH:7]=2)[C:23](=[O:25])[C:22]2=[CH:26][CH:27]=[CH:28][CH:29]=[C:21]12, predict the reactants needed to synthesize it. The reactants are: Cl[CH2:2][C@H:3]([OH:19])[CH2:4][NH:5][C:6]1[CH:11]=[CH:10][C:9]([N:12]2[CH2:17][CH2:16][O:15][CH2:14][CH2:13]2)=[C:8]([F:18])[CH:7]=1.[C:20]1(=[O:30])[NH:24][C:23](=[O:25])[C:22]2=[CH:26][CH:27]=[CH:28][CH:29]=[C:21]12.[K]. (4) Given the product [Cl:1][C:2]1[CH:22]=[CH:21][C:5]([CH2:6][N:7]2[C:8](=[O:20])[CH:9]=[CH:10][C:11]([C:13]3[CH:18]=[CH:17][C:16]([O:19][CH2:31][C:32]#[N:33])=[CH:15][CH:14]=3)=[CH:12]2)=[C:4]([F:23])[CH:3]=1, predict the reactants needed to synthesize it. The reactants are: [Cl:1][C:2]1[CH:22]=[CH:21][C:5]([CH2:6][N:7]2[CH:12]=[C:11]([C:13]3[CH:18]=[CH:17][C:16]([OH:19])=[CH:15][CH:14]=3)[CH:10]=[CH:9][C:8]2=[O:20])=[C:4]([F:23])[CH:3]=1.C([O-])([O-])=O.[K+].[K+].Br[CH2:31][C:32]#[N:33]. (5) Given the product [O:1]1[C:5]2[CH:6]=[CH:7][C:8]([C:10]3[NH:14][C:13]([C:15]4([CH2:29][CH2:30][OH:31])[CH2:16][CH2:17][CH:18]([O:21][Si:22]([C:25]([CH3:28])([CH3:27])[CH3:26])([CH3:23])[CH3:24])[CH2:19][CH2:20]4)=[N:12][C:11]=3[C:39]3[CH:44]=[CH:43][CH:42]=[C:41]([CH3:45])[N:40]=3)=[CH:9][C:4]=2[O:3][CH2:2]1, predict the reactants needed to synthesize it. The reactants are: [O:1]1[C:5]2[CH:6]=[CH:7][C:8]([C:10]3[NH:14][C:13]([C:15]4([CH2:29][CH2:30][O:31]CC5C=CC=CC=5)[CH2:20][CH2:19][CH:18]([O:21][Si:22]([C:25]([CH3:28])([CH3:27])[CH3:26])([CH3:24])[CH3:23])[CH2:17][CH2:16]4)=[N:12][C:11]=3[C:39]3[CH:44]=[CH:43][CH:42]=[C:41]([CH3:45])[N:40]=3)=[CH:9][C:4]=2[O:3][CH2:2]1. (6) Given the product [CH3:1][C:2]1[N:7]=[CH:6][C:5]([O:8][C:9]2[CH:14]=[CH:13][C:12]([NH2:15])=[CH:11][CH:10]=2)=[CH:4][CH:3]=1, predict the reactants needed to synthesize it. The reactants are: [CH3:1][C:2]1[N:7]=[CH:6][C:5]([O:8][C:9]2[CH:14]=[CH:13][C:12]([N+:15]([O-])=O)=[CH:11][CH:10]=2)=[CH:4][CH:3]=1. (7) Given the product [CH3:20][O:17][C:16]([C:7]1[C:2]([OH:1])=[CH:3][C:4]([C:9]2[CH:14]=[CH:13][CH:12]=[C:11]([OH:15])[CH:10]=2)=[CH:5][C:6]=1[OH:8])=[O:18], predict the reactants needed to synthesize it. The reactants are: [OH:1][C:2]1[CH:3]=[C:4]([C:9]2[CH:14]=[CH:13][CH:12]=[C:11]([OH:15])[CH:10]=2)[CH:5]=[C:6]([OH:8])[CH:7]=1.[C:16](=[O:18])=[O:17].O[CH2:20]C(CO)O.